Dataset: Reaction yield outcomes from USPTO patents with 853,638 reactions. Task: Predict the reaction yield, written as a fraction of the theoretical maximum amount of product (1.0 means a 100% yield; for example, 0.34 means a 34% yield). (1) The reactants are [F:1][C:2]1[CH:10]=[CH:9][CH:8]=[C:7]([F:11])[C:3]=1[C:4](Cl)=[O:5].[Cl:12][C:13]1[C:14]([C:24]2[CH:30]=[CH:29][C:27]([NH2:28])=[CH:26][CH:25]=2)=[CH:15][C:16]2[O:20][C:19]([F:22])([F:21])[O:18][C:17]=2[CH:23]=1.CCN(C(C)C)C(C)C. The catalyst is ClCCl.O1CCCC1.CO.[OH-].[Li+]. The product is [Cl:12][C:13]1[C:14]([C:24]2[CH:25]=[CH:26][C:27]([NH:28][C:4](=[O:5])[C:3]3[C:2]([F:1])=[CH:10][CH:9]=[CH:8][C:7]=3[F:11])=[CH:29][CH:30]=2)=[CH:15][C:16]2[O:20][C:19]([F:22])([F:21])[O:18][C:17]=2[CH:23]=1. The yield is 0.330. (2) The reactants are [Cl:1][C:2]1[CH:7]=[CH:6][C:5]([N+:8]([O-:10])=[O:9])=[CH:4][C:3]=1[SH:11].[Cl:12][C:13]([CH2:15]Cl)=[CH2:14].C([O-])([O-])=O.[K+].[K+].CCOC(C)=O. The catalyst is CN(C=O)C.O. The product is [Cl:1][C:2]1[CH:7]=[CH:6][C:5]([N+:8]([O-:10])=[O:9])=[CH:4][C:3]=1[S:11][CH2:15][C:13]([Cl:12])=[CH2:14]. The yield is 0.890. (3) The reactants are [Br:1][C:2]1[N:7]=[C:6]2[C:8]([CH3:29])=[C:9]([CH:11]([NH:18][C:19]3[CH:28]=[CH:27][C:22]([C:23]([O:25]C)=[O:24])=[CH:21][CH:20]=3)[CH:12]3[CH2:17][CH2:16][CH2:15][CH2:14][CH2:13]3)[O:10][C:5]2=[CH:4][CH:3]=1.[OH-].[Li+].C(O)C. The catalyst is O1CCCC1. The product is [Br:1][C:2]1[N:7]=[C:6]2[C:8]([CH3:29])=[C:9]([CH:11]([NH:18][C:19]3[CH:20]=[CH:21][C:22]([C:23]([OH:25])=[O:24])=[CH:27][CH:28]=3)[CH:12]3[CH2:17][CH2:16][CH2:15][CH2:14][CH2:13]3)[O:10][C:5]2=[CH:4][CH:3]=1. The yield is 0.960. (4) The reactants are C([O:8][C:9]1[CH:14]=[C:13]([O:15]CC2C=CC=CC=2)[C:12]([CH:23]([CH3:25])[CH3:24])=[CH:11][C:10]=1[C:26]1[N:27]([C:32]2[CH:37]=[CH:36][C:35]([O:38][CH3:39])=[C:34]([N:40]([CH3:44])[CH2:41][CH2:42][CH3:43])[CH:33]=2)[C:28]([OH:31])=[N:29][N:30]=1)C1C=CC=CC=1. The catalyst is CO.[Pd]. The product is [OH:31][C:28]1[N:27]([C:32]2[CH:37]=[CH:36][C:35]([O:38][CH3:39])=[C:34]([N:40]([CH3:44])[CH2:41][CH2:42][CH3:43])[CH:33]=2)[C:26]([C:10]2[CH:11]=[C:12]([CH:23]([CH3:24])[CH3:25])[C:13]([OH:15])=[CH:14][C:9]=2[OH:8])=[N:30][N:29]=1. The yield is 0.940. (5) The reactants are [Br:1][C:2]1[C:7]([CH3:8])=[CH:6][C:5]([NH2:9])=[CH:4][C:3]=1[CH3:10].[F:11][CH2:12][CH2:13]OS(C1C=CC(C)=CC=1)(=O)=O.N1C(C)=CC=CC=1C. The catalyst is CC(N(C)C)=O. The product is [Br:1][C:2]1[C:7]([CH3:8])=[CH:6][C:5]([NH:9][CH2:13][CH2:12][F:11])=[CH:4][C:3]=1[CH3:10]. The yield is 0.530.